This data is from Experimentally validated miRNA-target interactions with 360,000+ pairs, plus equal number of negative samples. The task is: Binary Classification. Given a miRNA mature sequence and a target amino acid sequence, predict their likelihood of interaction. (1) The miRNA is mmu-miR-331-5p with sequence CUAGGUAUGGUCCCAGGGAUCC. The protein sequence of the target gene is MPRGSRSRTSRMAPPASRAPQMRAAPRPAPVAQPPAAAPPSAVGSSAAAPRQPGLMAQMATTAAGVAVGSAVGHTLGHAITGGFSGGSNAEPARPDITYQEPQGTQPAQQQQPCLYEIKQFLECAQNQGDIKLCEGFNEVLKQCRLANGLA. Result: 0 (no interaction). (2) The miRNA is hsa-miR-1277-5p with sequence AAAUAUAUAUAUAUAUGUACGUAU. The protein sequence of the target gene is MEQSNDSLRVNHNDGEESKTSAQVFEHLICMDSRDSSFGQNDSPTVLPITTREANNSLISQNIPGPLTQTQTLSAEQFHLVDQNGQAIQYELQSLGESNAQMMIVASPTENGQVLRVIPPTQTGMAQVIIPQGQLVDVNSPRDVPEEKPSNRNLPTVRVDTLADNTSNYILHPQTSFPLPKKSVTGMLEEPLLGPLQPLSSNTPIWACRLRSCEKIGDSYRGYCVSETELESVLTFHKQQTQSVWGTRQSPSPAKPATRLMWKSQYVPYDGIPFVNAGSRAVVMECQYGPRRKGFQLKKV.... Result: 1 (interaction). (3) The miRNA is mmu-miR-466o-5p with sequence UGAUGUGUGUGUACAUGUACAU. The protein sequence of the target gene is MAEKLPTEFDVVIIGTGLPESILAAACSRSGQRVLHVDSRSYYGGNWASFSFTGLQSWLKDYQQNHDSEEGVTATWQDLIHETEEAISLRKKDETIQHTEVFCYASQDVEDSVQDTETLQRSSPLEASATPADSLDSASLPKERQSAYSTSYEVPSRHTEESDRELSLPSANVEDSLEKEKYCGDKTDMHTVSGEDKGEHKLVVQDSIEQPKRNRITYSQMVKESRRFNIDLVSKPLYSQGSLIDLLIKSNVSRYAEFKNVTRILAFWEGKVEQVPCSRADVFNSKELSMVEKRMLMKFL.... Result: 0 (no interaction). (4) The miRNA is hsa-miR-193b-3p with sequence AACUGGCCCUCAAAGUCCCGCU. The protein sequence of the target gene is MYRYLGEALLLSRAGPAALGSASADSAALLGWARGQPAAAPQPGLALAARRHYSEAVADREDDPNFFKMVEGFFDRGASIVEDKLVEDLRTRESEEQKRNRVRGILRIIKPCNHVLSLSFPIRRDDGSWEVIEGYRAQHSQHRTPCKGGIRYSTDVSVDEVKALASLMTYKCAVVDVPFGGAKAGVKINPKNYTDNELEKITRRFTMELAKKGFIGPGIDVPAPDMSTGEREMSWIADTYASTIGHYDINAHACVTGKPISQGGIHGRISATGRGVFHGIENFINEASYMSILGMTPGFG.... Result: 1 (interaction). (5) The miRNA is mmu-miR-301b-3p with sequence CAGUGCAAUGGUAUUGUCAAAGC. The protein sequence of the target gene is MEASWLETRWARPLHLALVFCLALVLMQAMKLYLRRQRLLRDLSPFPGPPAHWLLGHQKFLQEDNMETLDEIVKKHPCAFPCWVGPFQAFFYIYDPDYAKIFLSRTDPKMQYLHQLLTPCIGRGLLNLDGPRWFQHRCLLTPAFHQDILKPCVDTMAHSVKVMLDKWEKMWTTQETTIEVFEHINLMTLDIIMKCAFGQETNCQINGTYESYVKATFELGEIISSRLYNFWHHHDIIFKLSPKGHCFQELGKVIHQYTEKIIQDRKKILKNQVKQDDTQTSQIFLDIVLSAQAEDERAFS.... Result: 1 (interaction). (6) The miRNA is hsa-miR-621 with sequence GGCUAGCAACAGCGCUUACCU. The protein sequence of the target gene is MQTRLPRALAALGVALLLSSIEAEVDPPSDLNFKIIDENTVHMSWERPVDPIVGYRITVDPTTDGPTKEFTLAASTTETLLSDLIPETQYVVTITSYNEVEESVPVIGQLTIQTGGPTKPGEKKPGKTEIQKCSVSAWTDLVFLVDGSWSVGRNNFKYILDFIVALVSAFDIGEEKTRVGVVQYSSDTRTEFNLNQYYRREDLLAAVKKIPYKGGNTMTGDAIDYLVKNTFTESAGSRAGFPKVAIIITDGKSQDEVEIPARELRNIGVEVFSLGIKAADAKELKQIASTPSLNHVFNVA.... Result: 0 (no interaction). (7) The miRNA is hsa-miR-3680-5p with sequence GACUCACUCACAGGAUUGUGCA. The protein sequence of the target gene is MAATTANPEMTSDVPSLGPAIASGNSGPGIQGGGAIVQRAIKRRPGLDFDDDGEGNSKFLRCDDDQMSNDKERFARSDDEQSSADKERLARENHSEIERRRRNKMTAYITELSDMVPTCSALARKPDKLTILRMAVSHMKSLRGTGNTSTDGSYKPSFLTDQELKHLILEAADGFLFIVSCETGRVVYVSDSVTPVLNQPQSEWFGSTLYDQVHPDDVDKLREQLSTSENALTGRILDLKTGTVKKEGQQSSMRMCMGSRRSFICRMRCGSSSVDPVSVNRLSFVRNRCRNGLGSVKDGE.... Result: 1 (interaction).